This data is from Reaction yield outcomes from USPTO patents with 853,638 reactions. The task is: Predict the reaction yield, written as a fraction of the theoretical maximum amount of product (1.0 means a 100% yield; for example, 0.34 means a 34% yield). (1) The reactants are FC1C=CC=CC=1C(Cl)=O.[CH:11]1([C:16](Cl)=[O:17])[CH2:15][CH2:14][CH2:13][CH2:12]1.[NH2:19][C:20]1[CH:21]=[C:22]([CH:33]=[CH:34][N:35]=1)[C:23]([NH:25][CH2:26][C:27]1[CH:32]=[CH:31][CH:30]=[CH:29][CH:28]=1)=[O:24]. No catalyst specified. The product is [CH2:26]([NH:25][C:23](=[O:24])[C:22]1[CH:33]=[CH:34][N:35]=[C:20]([NH:19][C:16]([CH:11]2[CH2:15][CH2:14][CH2:13][CH2:12]2)=[O:17])[CH:21]=1)[C:27]1[CH:32]=[CH:31][CH:30]=[CH:29][CH:28]=1. The yield is 0.880. (2) The reactants are [Cl:1][C:2]1[CH:3]=[C:4]([CH:21]=[C:22]([Cl:24])[CH:23]=1)[CH2:5][N:6]1[CH:10]=[CH:9][N:8]=[C:7]1[CH2:11][NH:12][CH2:13][C:14]1[CH:19]=[CH:18][CH:17]=[C:16]([F:20])[CH:15]=1.[Li]CCCC.CCCCCC.[C:36]([O:40][C:41]([N:43]1[CH2:48][CH2:47][N:46]([CH2:49][CH2:50]Cl)[CH2:45][CH2:44]1)=[O:42])([CH3:39])([CH3:38])[CH3:37]. The catalyst is C1COCC1. The product is [C:36]([O:40][C:41]([N:43]1[CH2:48][CH2:47][N:46]([CH2:49][CH2:50][N:12]([CH2:11][C:7]2[N:6]([CH2:5][C:4]3[CH:21]=[C:22]([Cl:24])[CH:23]=[C:2]([Cl:1])[CH:3]=3)[CH:10]=[CH:9][N:8]=2)[CH2:13][C:14]2[CH:19]=[CH:18][CH:17]=[C:16]([F:20])[CH:15]=2)[CH2:45][CH2:44]1)=[O:42])([CH3:39])([CH3:38])[CH3:37]. The yield is 0.440. (3) The reactants are [CH3:1][O:2][C:3]1[CH:4]=[C:5]2[C:10](=[CH:11][C:12]=1[O:13][CH3:14])[N:9]=[CH:8][CH:7]=[C:6]2[S:15][C:16]1[S:17][C:18]([NH2:21])=[CH:19][N:20]=1.N1C=CC=CC=1.Cl[C:29](OC1C=CC([N+]([O-])=O)=CC=1)=[O:30].[NH2:41][C:42]1[S:43][CH:44]=[CH:45][N:46]=1. The catalyst is O1CCCC1.CO.C(OCC)(=O)C.O.C(N(CC)CC)C. The product is [CH3:1][O:2][C:3]1[CH:4]=[C:5]2[C:10](=[CH:11][C:12]=1[O:13][CH3:14])[N:9]=[CH:8][CH:7]=[C:6]2[S:15][C:16]1[S:17][C:18]([NH:21][C:29]([NH:41][C:42]2[S:43][CH:44]=[CH:45][N:46]=2)=[O:30])=[CH:19][N:20]=1. The yield is 0.190. (4) The yield is 0.850. The product is [F:29][C:21]1[CH:22]=[C:23]([N+:26]([O-:28])=[O:27])[CH:24]=[CH:25][C:20]=1[O:19][C:13]1[C:12]2[C:17](=[CH:18][C:9]([OH:8])=[CH:10][CH:11]=2)[N:16]=[CH:15][CH:14]=1. The catalyst is O1CCOCC1. The reactants are C([O:8][C:9]1[CH:18]=[C:17]2[C:12]([C:13]([O:19][C:20]3[CH:25]=[CH:24][C:23]([N+:26]([O-:28])=[O:27])=[CH:22][C:21]=3[F:29])=[CH:14][CH:15]=[N:16]2)=[CH:11][CH:10]=1)C1C=CC=CC=1.Cl.